This data is from Forward reaction prediction with 1.9M reactions from USPTO patents (1976-2016). The task is: Predict the product of the given reaction. (1) Given the reactants [OH:1][C:2]1[CH:10]=[C:9]2[C:5]([CH2:6][CH2:7][C:8]2=[O:11])=[CH:4][C:3]=1[I:12].C(=O)([O-])[O-].[Cs+].[Cs+].Br[CH2:20][CH2:21][CH2:22][C:23]([O:25][CH2:26][CH3:27])=[O:24], predict the reaction product. The product is: [I:12][C:3]1[CH:4]=[C:5]2[C:9]([C:8](=[O:11])[CH2:7][CH2:6]2)=[CH:10][C:2]=1[O:1][CH2:20][CH2:21][CH2:22][C:23]([O:25][CH2:26][CH3:27])=[O:24]. (2) Given the reactants [Cl:1][C:2]1[C:8]([Cl:9])=[CH:7][C:5]([NH2:6])=[C:4]([N+:10]([O-:12])=[O:11])[CH:3]=1.[CH3:13][C:14]([O:17][C:18](O[C:18]([O:17][C:14]([CH3:16])([CH3:15])[CH3:13])=[O:19])=[O:19])([CH3:16])[CH3:15].C(O)(C(F)(F)F)=O.C1(C)C=CC=CC=1.C(OC(=O)C)C, predict the reaction product. The product is: [C:14]([O:17][C:18](=[O:19])[NH:6][C:5]1[CH:7]=[C:8]([Cl:9])[C:2]([Cl:1])=[CH:3][C:4]=1[N+:10]([O-:12])=[O:11])([CH3:16])([CH3:15])[CH3:13]. (3) Given the reactants [CH3:1][O:2][C:3]([C:5]1[S:6][C:7]([C:11]#[C:12][C:13]([CH3:16])([CH3:15])[CH3:14])=[CH:8][C:9]=1[NH2:10])=[O:4].[O:17]1[CH2:22][CH2:21][C:20](=O)[CH2:19][CH2:18]1.C(O)(=O)C.C(O[BH-](OC(=O)C)OC(=O)C)(=O)C.[Na+], predict the reaction product. The product is: [CH3:1][O:2][C:3]([C:5]1[S:6][C:7]([C:11]#[C:12][C:13]([CH3:16])([CH3:15])[CH3:14])=[CH:8][C:9]=1[NH:10][CH:20]1[CH2:21][CH2:22][O:17][CH2:18][CH2:19]1)=[O:4]. (4) Given the reactants [NH2:1][CH:2]([CH2:13][O:14][CH3:15])[C:3]([NH:5][CH2:6][C:7]1[CH:12]=[CH:11][CH:10]=[CH:9][CH:8]=1)=[O:4].[CH:16]([O:19]C(C)=O)(C)[CH3:17], predict the reaction product. The product is: [CH3:17][C:16]([NH:1][C@@H:2]([C:3]([NH:5][CH2:6][C:7]1[CH:12]=[CH:11][CH:10]=[CH:9][CH:8]=1)=[O:4])[CH2:13][O:14][CH3:15])=[O:19]. (5) The product is: [CH3:19][O:20][C:7]1[CH:8]=[C:9]2[C:4]([CH2:3]/[C:2](=[N:11]\[OH:12])/[C:1]2=[O:10])=[CH:5][CH:6]=1. Given the reactants [C:1]1(=[O:10])[C:9]2[C:4](=[CH:5][CH:6]=[CH:7][CH:8]=2)[CH2:3][CH2:2]1.[N:11](OCCCC)=[O:12].Cl.[CH3:19][OH:20], predict the reaction product. (6) Given the reactants [H-].[Na+].[CH2:3]([N:10]1[CH2:14][CH2:13][CH:12]([OH:15])[CH2:11]1)[C:4]1[CH:9]=[CH:8][CH:7]=[CH:6][CH:5]=1.Cl[C:17]1[C:18]2[C:19](=[C:23]([C:33]3[CH:38]=[CH:37][C:36]([Cl:39])=[CH:35][CH:34]=3)[N:24]([C:26]3[CH:31]=[CH:30][CH:29]=[CH:28][C:27]=3[Cl:32])[N:25]=2)[N:20]=[CH:21][N:22]=1, predict the reaction product. The product is: [CH2:3]([N:10]1[CH2:14][CH2:13][CH:12]([O:15][C:17]2[C:18]3[C:19](=[C:23]([C:33]4[CH:38]=[CH:37][C:36]([Cl:39])=[CH:35][CH:34]=4)[N:24]([C:26]4[CH:31]=[CH:30][CH:29]=[CH:28][C:27]=4[Cl:32])[N:25]=3)[N:20]=[CH:21][N:22]=2)[CH2:11]1)[C:4]1[CH:5]=[CH:6][CH:7]=[CH:8][CH:9]=1.